From a dataset of Forward reaction prediction with 1.9M reactions from USPTO patents (1976-2016). Predict the product of the given reaction. (1) The product is: [C:14]1([C@@H:4]2[CH:3]=[C:2]([O:1][S:27]([C:26]([F:39])([F:38])[F:25])(=[O:29])=[O:28])[CH2:6][N:5]2[C:7]([O:9][C:10]([CH3:13])([CH3:12])[CH3:11])=[O:8])[CH:15]=[CH:16][CH:17]=[CH:18][CH:19]=1. Given the reactants [O:1]=[C:2]1[CH2:6][N:5]([C:7]([O:9][C:10]([CH3:13])([CH3:12])[CH3:11])=[O:8])[C@H:4]([C:14]2[CH:19]=[CH:18][CH:17]=[CH:16][CH:15]=2)[CH2:3]1.C1COCC1.[F:25][C:26]([F:39])([F:38])[S:27](N[S:27]([C:26]([F:39])([F:38])[F:25])(=[O:29])=[O:28])(=[O:29])=[O:28], predict the reaction product. (2) Given the reactants [Cl:1][C:2]1[CH:3]=[C:4]([S:8]([N:11]2[C:15]([C:16]3[CH:21]=[CH:20][CH:19]=[CH:18][CH:17]=3)=[CH:14][C:13]([CH2:22][N:23](C)[C:24](=O)OC(C)(C)C)=[CH:12]2)(=[O:10])=[O:9])[CH:5]=[CH:6][CH:7]=1.FC(F)(F)C(O)=O.C(=O)([O-])O.[Na+], predict the reaction product. The product is: [ClH:1].[Cl:1][C:2]1[CH:3]=[C:4]([S:8]([N:11]2[C:15]([C:16]3[CH:21]=[CH:20][CH:19]=[CH:18][CH:17]=3)=[CH:14][C:13]([CH2:22][NH:23][CH3:24])=[CH:12]2)(=[O:9])=[O:10])[CH:5]=[CH:6][CH:7]=1. (3) The product is: [Cl:19][C:4]1[CH:3]=[C:2]([C:25]2[CH:26]=[N:27][CH:28]=[C:23]([C:20]#[C:21][CH3:22])[CH:24]=2)[S:6][C:5]=1[C@:7]1([CH3:18])[CH2:12][C@@H:11]([C:13]([F:16])([F:15])[F:14])[O:10][C:9]([NH2:17])=[N:8]1. Given the reactants Br[C:2]1[S:6][C:5]([C@:7]2([CH3:18])[CH2:12][C@@H:11]([C:13]([F:16])([F:15])[F:14])[O:10][C:9]([NH2:17])=[N:8]2)=[C:4]([Cl:19])[CH:3]=1.[C:20]([C:23]1[CH:24]=[C:25](B(O)O)[CH:26]=[N:27][CH:28]=1)#[C:21][CH3:22], predict the reaction product. (4) The product is: [NH2:12][C:3]1[CH:4]=[C:5]([CH:10]=[CH:11][C:2]=1[OH:1])[C:6]([O:8][CH3:9])=[O:7]. Given the reactants [OH:1][C:2]1[CH:11]=[CH:10][C:5]([C:6]([O:8][CH3:9])=[O:7])=[CH:4][C:3]=1[N+:12]([O-])=O, predict the reaction product.